This data is from Catalyst prediction with 721,799 reactions and 888 catalyst types from USPTO. The task is: Predict which catalyst facilitates the given reaction. (1) Product: [CH2:6]([O:5][P:4]([C:9]1[CH:14]=[CH:13][C:12]([O:15][C:16]2[CH:21]=[CH:20][CH:19]=[CH:18][C:17]=2[NH:22][C:29](=[O:30])[C:28]2[CH:32]=[CH:33][CH:34]=[C:26]([N+:23]([O-:25])=[O:24])[CH:27]=2)=[CH:11][CH:10]=1)(=[O:8])[O:3][CH2:1][CH3:2])[CH3:7]. Reactant: [CH2:1]([O:3][P:4]([C:9]1[CH:14]=[CH:13][C:12]([O:15][C:16]2[CH:21]=[CH:20][CH:19]=[CH:18][C:17]=2[NH2:22])=[CH:11][CH:10]=1)(=[O:8])[O:5][CH2:6][CH3:7])[CH3:2].[N+:23]([C:26]1[CH:27]=[C:28]([CH:32]=[CH:33][CH:34]=1)[C:29](Cl)=[O:30])([O-:25])=[O:24]. The catalyst class is: 21. (2) Reactant: [CH3:1][C:2]1[N:6]([CH2:7][C:8]2[CH:13]=[CH:12][CH:11]=[C:10]([C:14]([F:17])([F:16])[F:15])[C:9]=2[CH3:18])[C:5]2[CH:19]=[C:20]([N:26]3[CH2:31][CH2:30][O:29][CH2:28][CH2:27]3)[CH:21]=[C:22]([C:23]([OH:25])=[O:24])[C:4]=2[N:3]=1.[NH2:32][C:33]([CH2:38][OH:39])([CH2:36][OH:37])[CH2:34][OH:35]. Product: [NH2:32][C:33]([CH2:38][OH:39])([CH2:36][OH:37])[CH2:34][OH:35].[CH3:1][C:2]1[N:6]([CH2:7][C:8]2[CH:13]=[CH:12][CH:11]=[C:10]([C:14]([F:16])([F:15])[F:17])[C:9]=2[CH3:18])[C:5]2[CH:19]=[C:20]([N:26]3[CH2:27][CH2:28][O:29][CH2:30][CH2:31]3)[CH:21]=[C:22]([C:23]([OH:25])=[O:24])[C:4]=2[N:3]=1. The catalyst class is: 5. (3) Reactant: OO.[Cl:3][C:4]1[N:5]=[N:6][C:7]([Cl:10])=[CH:8][CH:9]=1.C1(=O)OC(=[O:15])C=C1.C(O)(=O)/C=C/C.CC1CCCCC1.[OH-].[Na+]. Product: [Cl:3][C:4]1[N:5]=[N+:6]([O-:15])[C:7]([Cl:10])=[CH:8][CH:9]=1. The catalyst class is: 4. (4) Reactant: [Br:1][C:2]1[CH:3]=[C:4]([N:8]2[CH:13]([CH2:14][OH:15])[CH2:12][CH:11]3[CH:9]2[CH2:10]3)[CH:5]=[N:6][CH:7]=1.C(N(CC)CC)C.[CH3:23][S:24](Cl)(=[O:26])=[O:25]. Product: [CH3:23][S:24]([O:15][CH2:14][CH:13]1[CH2:12][CH:11]2[CH:9]([CH2:10]2)[N:8]1[C:4]1[CH:5]=[N:6][CH:7]=[C:2]([Br:1])[CH:3]=1)(=[O:26])=[O:25]. The catalyst class is: 4. (5) Reactant: [CH3:1][O:2][C:3]1[CH:8]=[CH:7][N:6]=[C:5]([CH2:9][S:10][C:11]2[NH:26][C:14]3=[N:15][C:16]([O:20][CH2:21][C:22]([F:25])([F:24])[F:23])=[C:17]([CH3:19])[CH:18]=[C:13]3[N:12]=2)[C:4]=1[CH3:27].ClC1C=CC=C(C(OO)=[O:36])C=1.C(=O)(O)[O-].[Na+]. Product: [CH3:1][O:2][C:3]1[CH:8]=[CH:7][N:6]=[C:5]([CH2:9][S:10]([C:11]2[NH:26][C:14]3=[N:15][C:16]([O:20][CH2:21][C:22]([F:23])([F:24])[F:25])=[C:17]([CH3:19])[CH:18]=[C:13]3[N:12]=2)=[O:36])[C:4]=1[CH3:27]. The catalyst class is: 442. (6) Reactant: [CH2:1]([O:9][C:10]1[CH:11]=[CH:12][C:13]([NH:16][CH:17]2[CH2:22][CH2:21][CH2:20][NH:19][CH2:18]2)=[N:14][CH:15]=1)[CH2:2][CH2:3][CH2:4][CH2:5][CH2:6][CH2:7][CH3:8].[C:23]([O:27][CH2:28][CH3:29])(=[O:26])[CH:24]=[CH2:25].C([O-])([O-])=O.[Cs+].[Cs+]. Product: [CH2:1]([O:9][C:10]1[CH:11]=[CH:12][C:13]([NH:16][CH:17]2[CH2:22][CH2:21][CH2:20][N:19]([CH2:25][CH2:24][C:23]([O:27][CH2:28][CH3:29])=[O:26])[CH2:18]2)=[N:14][CH:15]=1)[CH2:2][CH2:3][CH2:4][CH2:5][CH2:6][CH2:7][CH3:8]. The catalyst class is: 144.